Dataset: Catalyst prediction with 721,799 reactions and 888 catalyst types from USPTO. Task: Predict which catalyst facilitates the given reaction. Reactant: [OH:1][C:2]1[CH:12]=[C:11]([N+:13]([O-:15])=[O:14])[CH:10]=[CH:9][C:3]=1[C:4]([O:6][CH2:7][CH3:8])=[O:5].[CH2:16](Br)[CH2:17][CH2:18][CH3:19].C([O-])([O-])=O.[K+].[K+].O. Product: [CH2:16]([O:1][C:2]1[CH:12]=[C:11]([N+:13]([O-:15])=[O:14])[CH:10]=[CH:9][C:3]=1[C:4]([O:6][CH2:7][CH3:8])=[O:5])[CH2:17][CH2:18][CH3:19]. The catalyst class is: 21.